This data is from Catalyst prediction with 721,799 reactions and 888 catalyst types from USPTO. The task is: Predict which catalyst facilitates the given reaction. (1) Reactant: [Br:1][C:2]1[CH:3]=[CH:4][C:5]2[N:6]([C:8]([C:18]([O:20]CC)=[O:19])=[C:9]([C:11]3[CH:16]=[CH:15][C:14]([F:17])=[CH:13][CH:12]=3)[N:10]=2)[CH:7]=1.CO.[OH-].[Na+].Cl. Product: [Br:1][C:2]1[CH:3]=[CH:4][C:5]2[N:6]([C:8]([C:18]([OH:20])=[O:19])=[C:9]([C:11]3[CH:12]=[CH:13][C:14]([F:17])=[CH:15][CH:16]=3)[N:10]=2)[CH:7]=1. The catalyst class is: 90. (2) Reactant: Cl.[N:2]1[CH:7]=[CH:6][CH:5]=[C:4]([S:8](Cl)(=[O:10])=[O:9])[CH:3]=1.[NH2:12][C:13]1[CH:14]=[CH:15][CH:16]=[C:17]2[C:22]=1[N:21]=[C:20]([C:23]1[CH:28]=[CH:27][CH:26]=[C:25](C(F)(F)F)[CH:24]=1)[N:19]([CH3:33])[C:18]2=[O:34]. Product: [CH3:33][N:19]1[C:18](=[O:34])[C:17]2[C:22](=[C:13]([NH:12][S:8]([C:4]3[CH:3]=[N:2][CH:7]=[CH:6][CH:5]=3)(=[O:10])=[O:9])[CH:14]=[CH:15][CH:16]=2)[N:21]=[C:20]1[C:23]1[CH:28]=[CH:27][CH:26]=[CH:25][CH:24]=1. The catalyst class is: 17. (3) Reactant: O.[NH2:2][NH2:3].[CH2:4]([O:6][C:7](=[O:14])[C:8](=O)[CH2:9][C:10](=O)[CH3:11])[CH3:5]. Product: [CH2:4]([O:6][C:7]([C:8]1[CH:9]=[C:10]([CH3:11])[NH:3][N:2]=1)=[O:14])[CH3:5]. The catalyst class is: 14. (4) Reactant: [C:1]([O:5][C:6]([NH:8][C@@H:9]([C:13]1[CH:18]=[CH:17][CH:16]=[CH:15][CH:14]=1)[C:10]([OH:12])=O)=[O:7])([CH3:4])([CH3:3])[CH3:2].O.ON1C2C=CC=CC=2N=N1.C1(N=C=NC2CCCCC2)CCCCC1.[CH3:45][NH:46][CH2:47][C:48]1[CH:53]=[CH:52][CH:51]=[CH:50][CH:49]=1. Product: [CH2:47]([N:46]([CH3:45])[C:10](=[O:12])[C@@H:9]([NH:8][C:6](=[O:7])[O:5][C:1]([CH3:2])([CH3:3])[CH3:4])[C:13]1[CH:18]=[CH:17][CH:16]=[CH:15][CH:14]=1)[C:48]1[CH:53]=[CH:52][CH:51]=[CH:50][CH:49]=1. The catalyst class is: 4. (5) Reactant: [CH:1]1[C:10]2[C:5](=[CH:6][CH:7]=[CH:8][CH:9]=2)[CH:4]=[CH:3][C:2]=1[C:11]1O[C:15](=O)[C:14]([C:18]#[N:19])=[C:13]([N:20]2[CH2:25][CH2:24][CH2:23][CH2:22][CH2:21]2)[CH:12]=1.[H-].[Na+]. Product: [CH:1]1[C:10]2[C:5](=[CH:6][CH:7]=[CH:8][CH:9]=2)[CH:4]=[CH:3][C:2]=1[C:11]1[C:9]2[C:10]3[C:5](=[CH:4][CH:3]=[CH:2][CH:1]=3)[CH2:6][C:15]=2[C:14]([C:18]#[N:19])=[C:13]([N:20]2[CH2:25][CH2:24][CH2:23][CH2:22][CH2:21]2)[CH:12]=1. The catalyst class is: 1. (6) Reactant: [C:1]([C:5]1[CH:10]=[CH:9][C:8]([S:11]([NH:14][C:15]2[C:16]([C:22](O)=[O:23])=[N:17][CH:18]=[C:19]([Cl:21])[CH:20]=2)(=[O:13])=[O:12])=[CH:7][CH:6]=1)([CH3:4])([CH3:3])[CH3:2].[F:25][C:26]1[CH:31]=[CH:30][CH:29]=[CH:28][C:27]=1[NH:32][CH3:33].CN(C(ON1N=NC2C=CC=NC1=2)=[N+](C)C)C.F[P-](F)(F)(F)(F)F. Product: [F:25][C:26]1[CH:31]=[CH:30][CH:29]=[CH:28][C:27]=1[N:32]([CH3:33])[C:22]([C:16]1[C:15]([NH:14][S:11]([C:8]2[CH:7]=[CH:6][C:5]([C:1]([CH3:3])([CH3:4])[CH3:2])=[CH:10][CH:9]=2)(=[O:12])=[O:13])=[CH:20][C:19]([Cl:21])=[CH:18][N:17]=1)=[O:23]. The catalyst class is: 37. (7) Reactant: Br[C@H:2]([CH2:6][C:7]1[CH:12]=[CH:11][CH:10]=[CH:9][CH:8]=1)[C:3]([OH:5])=[O:4].C(N(CC)CC)C. Product: [C:3]([OH:5])(=[O:4])[CH:2]=[CH:6][C:7]1[CH:8]=[CH:9][CH:10]=[CH:11][CH:12]=1. The catalyst class is: 11.